Predict the product of the given reaction. From a dataset of Forward reaction prediction with 1.9M reactions from USPTO patents (1976-2016). (1) Given the reactants Cl[C:2]1[C:11]2[C:6](=[CH:7][CH:8]=[C:9]([O:12][CH3:13])[CH:10]=2)[N:5]=[CH:4][C:3]=1[C:14]([O:16]CC)=O.[C:19]1([NH:25][NH2:26])[CH:24]=[CH:23][CH:22]=[CH:21][CH:20]=1, predict the reaction product. The product is: [CH3:13][O:12][C:9]1[CH:8]=[CH:7][C:6]2[NH:5][CH:4]=[C:3]3[C:14](=[O:16])[N:25]([C:19]4[CH:24]=[CH:23][CH:22]=[CH:21][CH:20]=4)[N:26]=[C:2]3[C:11]=2[CH:10]=1. (2) Given the reactants [C:1](=[O:4])([O-])[NH2:2].Cl.[CH3:6][CH2:7][N:8](C(C)C)C(C)C.[C:15]([O:19][C:20]([NH:22][C@@H:23]([C@@H:27]([CH:29]1[CH2:33][CH2:32][CH2:31][CH2:30]1)F)[C:24]([OH:26])=O)=[O:21])([CH3:18])([CH3:17])[CH3:16].CN(C(ON1N=[N:49][C:44]2[CH:45]=[CH:46][CH:47]=NC1=2)=[N+](C)C)C.[F:51][P-](F)(F)(F)(F)F.[C:58]([O-:61])(O)=O.[Na+].[CH3:63][N:64]([CH:66]=O)C, predict the reaction product. The product is: [C:15]([O:19][C:20](=[O:21])[NH:22][CH:23]([C:24](=[O:26])[NH:49][C:44]1([CH:58]([OH:61])[C:1](=[O:4])[NH:2][C:7]2[CH:6]=[CH:66][N:64]([CH3:63])[N:8]=2)[CH2:45][CH2:46][CH2:47]1)[CH2:27][C:29]1([F:51])[CH2:33][CH2:32][CH2:31][CH2:30]1)([CH3:16])([CH3:17])[CH3:18]. (3) Given the reactants [CH3:1][O:2][C:3]([C:5]1N(C2C=CC=CC=2)[C:7]2[C:12]([C:13](=[O:25])[C:14]=1[CH2:15][C:16]1[CH:21]=[CH:20][C:19]([C:22]([OH:24])=O)=[CH:18][CH:17]=1)=[CH:11][CH:10]=[C:9]([Cl:26])[CH:8]=2)=[O:4].[NH2:33][CH2:34][CH2:35][OH:36].[CH:37]1[CH:38]=[CH:39][C:40]2[N:45](O)N=N[C:41]=2[CH:42]=1.CCN=C=NCCCN(C)C.CCN(C(C)C)C(C)C, predict the reaction product. The product is: [CH3:1][O:2][C:3]([C:5]1[N:45]([C:40]2[CH:39]=[CH:38][CH:37]=[CH:42][CH:41]=2)[C:7]2[C:12]([C:13](=[O:25])[C:14]=1[CH2:15][C:16]1[CH:21]=[CH:20][C:19]([C:22](=[O:24])[NH:33][CH2:34][CH2:35][OH:36])=[CH:18][CH:17]=1)=[CH:11][CH:10]=[C:9]([Cl:26])[CH:8]=2)=[O:4]. (4) Given the reactants [NH2:1][C:2]1[CH:10]=[CH:9][CH:8]=[C:7]2[C:3]=1[C:4](=[O:17])[O:5][C:6]2=[CH:11][C:12]([O:14][CH2:15][CH3:16])=[O:13], predict the reaction product. The product is: [NH2:1][C:2]1[CH:10]=[CH:9][CH:8]=[C:7]2[C:3]=1[C:4](=[O:17])[O:5][CH:6]2[CH2:11][C:12]([O:14][CH2:15][CH3:16])=[O:13]. (5) Given the reactants C1(C(C2C=CC=CC=2)=[N:8][C:9]2[C:10]([NH:15][C:16]3[CH:21]=[CH:20][CH:19]=[C:18]([CH3:22])[N:17]=3)=[CH:11][CH:12]=[CH:13][CH:14]=2)C=CC=CC=1.Cl, predict the reaction product. The product is: [CH3:22][C:18]1[N:17]=[C:16]([NH:15][C:10]2[C:9]([NH2:8])=[CH:14][CH:13]=[CH:12][CH:11]=2)[CH:21]=[CH:20][CH:19]=1. (6) The product is: [NH2:2][C:5]1[CH:12]=[CH:11][CH:10]=[C:9](/[CH:13]=[CH:14]\[CH3:15])[C:6]=1[C:7]#[N:8]. Given the reactants Cl.[N+:2]([C:5]1[CH:12]=[CH:11][CH:10]=[C:9](/[CH:13]=[CH:14]\[CH3:15])[C:6]=1[C:7]#[N:8])([O-])=O.[OH-].[Na+], predict the reaction product. (7) The product is: [CH:14]1[C:13]2[C:18](=[CH:10][CH:2]=[CH:3][CH:4]=2)[CH:17]=[CH:16][C:15]=1[NH:19][C:20]([N:8]1[C:9]2[C:5](=[CH:4][CH:3]=[C:2]([Cl:1])[CH:10]=2)[C:6]([OH:11])=[N:7]1)=[O:21]. Given the reactants [Cl:1][C:2]1[CH:10]=[C:9]2[C:5]([C:6]([OH:11])=[N:7][NH:8]2)=[CH:4][CH:3]=1.Br[C:13]1[CH:18]=[CH:17][CH:16]=[C:15]([N:19]=[C:20]=[O:21])[CH:14]=1, predict the reaction product. (8) Given the reactants [C:1](OC(=O)C)(=[O:3])[CH3:2].[F:8][C:9]([F:42])([F:41])[C:10]1[CH:11]=[C:12]([CH:34]=[C:35]([C:37]([F:40])([F:39])[F:38])[CH:36]=1)[CH2:13][NH:14][CH:15]1[CH2:21][CH2:20][CH2:19][N:18]([C:22]([O:24][C:25]([CH3:28])([CH3:27])[CH3:26])=[O:23])[C:17]2[CH:29]=[C:30]([Br:33])[CH:31]=[CH:32][C:16]1=2.N1C=CC=CC=1, predict the reaction product. The product is: [C:1]([N:14]([CH2:13][C:12]1[CH:34]=[C:35]([C:37]([F:38])([F:39])[F:40])[CH:36]=[C:10]([C:9]([F:8])([F:41])[F:42])[CH:11]=1)[CH:15]1[CH2:21][CH2:20][CH2:19][N:18]([C:22]([O:24][C:25]([CH3:28])([CH3:27])[CH3:26])=[O:23])[C:17]2[CH:29]=[C:30]([Br:33])[CH:31]=[CH:32][C:16]1=2)(=[O:3])[CH3:2]. (9) Given the reactants [OH-:1].[Na+].Cl.[NH2:4]O.[OH:6][C:7]1[CH:16]=[C:15]([O:17][CH3:18])[CH:14]=[CH:13][C:8]=1[C:9](OC)=[O:10], predict the reaction product. The product is: [NH2:4][OH:1].[OH:6][C:7]1[CH:16]=[C:15]([O:17][CH3:18])[CH:14]=[CH:13][C:8]=1[C:9]([NH:4][OH:1])=[O:10].